From a dataset of TCR-epitope binding with 47,182 pairs between 192 epitopes and 23,139 TCRs. Binary Classification. Given a T-cell receptor sequence (or CDR3 region) and an epitope sequence, predict whether binding occurs between them. (1) The epitope is HTDFSSEIIGY. Result: 0 (the TCR does not bind to the epitope). The TCR CDR3 sequence is CASSFSRQGGWNEQFF. (2) The TCR CDR3 sequence is CASSLVLAGDTGELFF. The epitope is YIFFASFYY. Result: 0 (the TCR does not bind to the epitope). (3) The epitope is TPINLVRDL. The TCR CDR3 sequence is CASRQGLGEAFF. Result: 0 (the TCR does not bind to the epitope). (4) The epitope is FTISVTTEIL. The TCR CDR3 sequence is CASSLLIAGGDEQFF. Result: 1 (the TCR binds to the epitope). (5) The TCR CDR3 sequence is CASSLVGTKRETQYF. Result: 0 (the TCR does not bind to the epitope). The epitope is VLWAHGFEL. (6) The epitope is WICLLQFAY. The TCR CDR3 sequence is CAISEGQGNEQFF. Result: 1 (the TCR binds to the epitope). (7) The epitope is FVRATATIPI. The TCR CDR3 sequence is CSVARGKNQPQHF. Result: 0 (the TCR does not bind to the epitope).